Dataset: Reaction yield outcomes from USPTO patents with 853,638 reactions. Task: Predict the reaction yield, written as a fraction of the theoretical maximum amount of product (1.0 means a 100% yield; for example, 0.34 means a 34% yield). The reactants are [NH2:1][C:2]1[CH:47]=[CH:46][C:5]([C:6]([N:8]2[CH2:14][C@H:13]([NH:15][C:16](=[O:28])[C@@H:17]([N:19](C)[C:20](=O)OC(C)(C)C)[CH3:18])[C:12](=[O:29])[N:11]([CH2:30][C:31]3[C:40]4[C:35](=[CH:36][CH:37]=[CH:38][CH:39]=4)[CH:34]=[CH:33][C:32]=3[CH3:41])[C:10]3[CH:42]=[CH:43][CH:44]=[CH:45][C:9]2=3)=[O:7])=[CH:4][CH:3]=1.CO.[ClH:50]. The catalyst is O1CCOCC1. The product is [ClH:50].[NH2:1][C:2]1[CH:3]=[CH:4][C:5]([C:6]([N:8]2[CH2:14][C@H:13]([NH:15][C:16](=[O:28])[C@@H:17]([NH:19][CH3:20])[CH3:18])[C:12](=[O:29])[N:11]([CH2:30][C:31]3[C:40]4[C:35](=[CH:36][CH:37]=[CH:38][CH:39]=4)[CH:34]=[CH:33][C:32]=3[CH3:41])[C:10]3[CH:42]=[CH:43][CH:44]=[CH:45][C:9]2=3)=[O:7])=[CH:46][CH:47]=1. The yield is 0.930.